This data is from Reaction yield outcomes from USPTO patents with 853,638 reactions. The task is: Predict the reaction yield, written as a fraction of the theoretical maximum amount of product (1.0 means a 100% yield; for example, 0.34 means a 34% yield). (1) The product is [Br:8][C:6]1[N:7]=[C:2]2[N:29]([CH:26]3[CH2:27][CH2:28][O:23][CH2:24][CH2:25]3)[CH2:11][C:10](=[O:13])[NH:9][C:3]2=[N:4][CH:5]=1. The yield is 0.400. The reactants are Br[C:2]1[C:3]([NH:9][C:10](=[O:13])[CH2:11]I)=[N:4][CH:5]=[C:6]([Br:8])[N:7]=1.C(N(C(C)C)CC)(C)C.[O:23]1[CH2:28][CH2:27][CH:26]([NH2:29])[CH2:25][CH2:24]1. The catalyst is C(#N)C. (2) The reactants are [CH3:1][O:2][C:3]1[CH:10]=[CH:9][C:6]([CH:7]=O)=[C:5]([C:11]2[S:12][CH:13]=[CH:14][CH:15]=2)[CH:4]=1.[C:16]([C:19]1[CH:27]=[CH:26][C:22]([C:23]([OH:25])=[O:24])=[CH:21][CH:20]=1)(=[O:18])[CH3:17]. No catalyst specified. The product is [CH3:1][O:2][C:3]1[CH:10]=[CH:9][C:6](/[CH:7]=[CH:17]/[C:16]([C:19]2[CH:27]=[CH:26][C:22]([C:23]([OH:25])=[O:24])=[CH:21][CH:20]=2)=[O:18])=[C:5]([C:11]2[S:12][CH:13]=[CH:14][CH:15]=2)[CH:4]=1. The yield is 0.610. (3) The reactants are [Cl:1][C:2]1[N:3]=[C:4]2[C:12](=[CH:13][C:14]=1[CH3:15])[CH:11]=[C:10]1[N:5]2[C@H:6]([CH3:16])[CH2:7][NH:8][CH2:9]1.[C:17](O[C:17]([O:19][C:20]([CH3:23])([CH3:22])[CH3:21])=[O:18])([O:19][C:20]([CH3:23])([CH3:22])[CH3:21])=[O:18]. The catalyst is ClCCl.CN(C)C1C=CN=CC=1. The product is [C:20]([O:19][C:17]([N:8]1[CH2:7][C@@H:6]([CH3:16])[N:5]2[C:10](=[CH:11][C:12]3[C:4]2=[N:3][C:2]([Cl:1])=[C:14]([CH3:15])[CH:13]=3)[CH2:9]1)=[O:18])([CH3:23])([CH3:22])[CH3:21]. The yield is 0.896. (4) The reactants are CN(C(ON1N=NC2C=CC=NC1=2)=[N+](C)C)C.F[P-](F)(F)(F)(F)F.[O:25]=[C:26]1[C:32]2=[CH:33][C:34]3[CH:35]=[CH:36][C:37]([C:40]([OH:42])=O)=[CH:38][C:39]=3[N:31]2[CH2:30][CH2:29][CH2:28][NH:27]1.C(N=P1N(C)CCCN1C)(C)(C)C.[F:56][C:57]([F:65])([F:64])[C:58]1[CH:62]=[C:61]([NH2:63])[O:60][N:59]=1. The catalyst is ClC(Cl)C. The product is [O:25]=[C:26]1[C:32]2=[CH:33][C:34]3[CH:35]=[CH:36][C:37]([C:40]([NH:63][C:61]4[O:60][N:59]=[C:58]([C:57]([F:65])([F:64])[F:56])[CH:62]=4)=[O:42])=[CH:38][C:39]=3[N:31]2[CH2:30][CH2:29][CH2:28][NH:27]1. The yield is 0.155. (5) The reactants are F[C:2]1C=C2C(C(C3C=C4C(C=NN4CC4CCN(C(=O)C)CC4)=CC=3)=CN2S(C2C=CC=CC=2)(=O)=O)=CC=1.[F:39][C:40]1[CH:48]=[C:47]2[C:43]([C:44]([C:58]3[CH:66]=[CH:65][C:64]4[C:60](=[CH:61][N:62]([CH:67]5[CH2:72][CH2:71][N:70]([C:73](OC(C)(C)C)=[O:74])[CH2:69][CH2:68]5)[N:63]=4)[CH:59]=3)=[CH:45][N:46]2S(C2C=CC=CC=2)(=O)=O)=[CH:42][CH:41]=1. No catalyst specified. The product is [F:39][C:40]1[CH:48]=[C:47]2[C:43]([C:44]([C:58]3[CH:66]=[CH:65][C:64]4[C:60](=[CH:61][N:62]([CH:67]5[CH2:68][CH2:69][N:70]([C:73](=[O:74])[CH3:2])[CH2:71][CH2:72]5)[N:63]=4)[CH:59]=3)=[CH:45][NH:46]2)=[CH:42][CH:41]=1. The yield is 0.270. (6) The reactants are [C:1]([NH:4][C:5]1[CH:22]=[CH:21][C:8]([C:9]([S:11][C:12]2[CH:20]=[CH:19][CH:18]=[CH:17][C:13]=2[C:14](O)=[O:15])=O)=[CH:7][CH:6]=1)(=[O:3])[CH3:2].C([N:25](CC)CC)C.ClC(OCC)=O.[N-]=[N+]=[N-].[Na+].C(P(CCCC)CCCC)CCC. The catalyst is CC(C)=O.O. The product is [O:15]=[C:14]1[C:13]2[CH:17]=[CH:18][CH:19]=[CH:20][C:12]=2[S:11][C:9]([C:8]2[CH:21]=[CH:22][C:5]([NH:4][C:1](=[O:3])[CH3:2])=[CH:6][CH:7]=2)=[N:25]1. The yield is 0.290. (7) The reactants are C(O[BH-](OC(=O)C)OC(=O)C)(=O)C.[Na+].[C:15]([C:17]1[CH:24]=[CH:23][C:20]([CH:21]=O)=[CH:19][CH:18]=1)#[CH:16].[CH2:25]([NH:27][CH2:28][CH3:29])[CH3:26].C(O)(=O)C. The catalyst is ClCCCl. The product is [CH2:25]([N:27]([CH2:21][C:20]1[CH:23]=[CH:24][C:17]([C:15]#[CH:16])=[CH:18][CH:19]=1)[CH2:28][CH3:29])[CH3:26]. The yield is 0.632.